From a dataset of Forward reaction prediction with 1.9M reactions from USPTO patents (1976-2016). Predict the product of the given reaction. Given the reactants [C:1]1([OH:7])[CH:6]=[CH:5][CH:4]=[CH:3][CH:2]=1.Br[C:9]1(Br)[C:17]2[C:12](=N[CH:14]=[CH:15][CH:16]=2)[NH:11][C:10]1=[O:18], predict the reaction product. The product is: [OH:7][C:1]1[CH:6]=[CH:5][C:4]([C:9]2([C:4]3[CH:5]=[CH:6][C:1]([OH:7])=[CH:2][CH:3]=3)[C:17]3[C:12](=[C:6]4[C:14](=[CH:15][CH:16]=3)[CH2:3][CH2:2][CH2:1]4)[NH:11][C:10]2=[O:18])=[CH:3][CH:2]=1.